From a dataset of Full USPTO retrosynthesis dataset with 1.9M reactions from patents (1976-2016). Predict the reactants needed to synthesize the given product. Given the product [F:20][C:21]1[CH:26]=[CH:25][C:24]([C:2]2[NH:7][C:6](=[O:8])[C:5]([OH:10])=[CH:4][C:3]=2[C:12]2[CH:13]=[C:14]([CH:15]=[CH:16][CH:17]=2)[C:18]#[N:19])=[CH:23][CH:22]=1, predict the reactants needed to synthesize it. The reactants are: Br[C:2]1[N:7]=[C:6]([O:8]C)[C:5]([O:10]C)=[CH:4][C:3]=1[C:12]1[CH:17]=[CH:16][CH:15]=[C:14]([C:18]#[N:19])[CH:13]=1.[F:20][C:21]1[CH:26]=[CH:25][C:24](B(O)O)=[CH:23][CH:22]=1.C([O-])([O-])=O.[K+].[K+].